This data is from Full USPTO retrosynthesis dataset with 1.9M reactions from patents (1976-2016). The task is: Predict the reactants needed to synthesize the given product. (1) Given the product [ClH:20].[CH3:14][N:9]([CH2:10][CH2:11][C:12]#[N:13])[C:6]1[CH:7]=[CH:8][C:3]([CH:1]=[N:19][NH:18][C:15]([NH2:17])=[NH:16])=[CH:4][CH:5]=1, predict the reactants needed to synthesize it. The reactants are: [CH:1]([C:3]1[CH:8]=[CH:7][C:6]([N:9]([CH3:14])[CH2:10][CH2:11][C:12]#[N:13])=[CH:5][CH:4]=1)=O.[C:15]([NH:18][NH2:19])([NH2:17])=[NH:16].[ClH:20]. (2) Given the product [CH:1]1([N:4]2[C:8]3[C:9]([O:22][C@@H:23]([C@H:25]4[CH2:29][NH:28][C:27](=[O:30])[CH2:26]4)[CH3:24])=[CH:10][C:11]([C:32]4[CH:37]=[CH:36][N:35]=[CH:34][N:33]=4)=[CH:12][C:7]=3[N:6]=[CH:5]2)[CH2:3][CH2:2]1, predict the reactants needed to synthesize it. The reactants are: [CH:1]1([N:4]2[C:8]3[C:9]([O:22][C@@H:23]([C@H:25]4[CH2:29][NH:28][C:27](=[O:30])[CH2:26]4)[CH3:24])=[CH:10][C:11](B4OC(C)(C)C(C)(C)O4)=[CH:12][C:7]=3[N:6]=[CH:5]2)[CH2:3][CH2:2]1.Br[C:32]1[CH:37]=[CH:36][N:35]=[CH:34][N:33]=1.C(=O)([O-])[O-].[Na+].[Na+].O1CCOCC1. (3) Given the product [OH:27][CH:28]([CH2:29][CH2:19][OH:22])[CH2:30][N:13]1[C:14](=[O:15])[C:9]2=[CH:8][CH:18]=[CH:17][CH:16]=[C:10]2[C:11]1=[O:12], predict the reactants needed to synthesize it. The reactants are: O1CCC(C[C:8]2[CH:18]=[CH:17][CH:16]=[C:10]3[C:11]([NH:13][C:14](=[O:15])[C:9]=23)=[O:12])OC1.[C:19]([O-:22])(O)=O.[Na+].C([O:27][CH2:28][CH3:29])(=O)C.[CH3:30]O. (4) Given the product [Cl:1][C:2]1[CH:3]=[C:4]2[C:5]([C:11]([C:12]([F:15])([F:14])[F:13])=[CH:10][C:9]([C:17]3[CH:22]=[CH:21][CH:20]=[CH:19][CH:18]=3)=[N:8]2)=[CH:6][CH:7]=1, predict the reactants needed to synthesize it. The reactants are: [Cl:1][C:2]1[CH:3]=[C:4]([NH:8][C:9]([C:17]2[CH:22]=[CH:21][CH:20]=[CH:19][CH:18]=2)=[CH:10][C:11](=O)[C:12]([F:15])([F:14])[F:13])[CH:5]=[CH:6][CH:7]=1.C(OC(C1(C(OC(C)C)=O)CC(OC)(OC)C1)=O)(C)C. (5) Given the product [C:1]([O:4][CH2:5][CH2:6][CH2:7][NH:8][C:9]([NH:11][C:12]1[S:16][N:15]=[C:14]([C:17]2[CH:18]=[CH:19][C:20]([NH2:23])=[CH:21][CH:22]=2)[C:13]=1[C:26]([NH2:28])=[O:27])=[O:10])(=[O:3])[CH3:2], predict the reactants needed to synthesize it. The reactants are: [C:1]([O:4][CH2:5][CH2:6][CH2:7][NH:8][C:9]([NH:11][C:12]1[S:16][N:15]=[C:14]([C:17]2[CH:22]=[CH:21][C:20]([N+:23]([O-])=O)=[CH:19][CH:18]=2)[C:13]=1[C:26]([NH2:28])=[O:27])=[O:10])(=[O:3])[CH3:2]. (6) Given the product [C:1]([Si:5]([O:8]/[C:9](/[C:12]1[CH:17]=[CH:16][CH:15]=[C:14]([O:20][CH3:19])[CH:13]=1)=[CH:10]\[CH3:11])([CH3:7])[CH3:6])([CH3:4])([CH3:3])[CH3:2], predict the reactants needed to synthesize it. The reactants are: [C:1]([Si:5]([O:8]/[C:9](/[C:12]1[CH:17]=[CH:16][CH:15]=[C:14](Cl)[CH:13]=1)=[CH:10]\[CH3:11])([CH3:7])[CH3:6])([CH3:4])([CH3:3])[CH3:2].[CH3:19][O:20]CCC(C1C=CC=CC=1)=O.[Si](OS(C(F)(F)F)(=O)=O)(C(C)(C)C)(C)C.CCN(CC)CC. (7) Given the product [Cl:1][C:2]1[CH:3]=[C:4]([CH:9]=[CH:10][CH:11]=1)[C:5]([OH:7])=[O:6].[NH:12]1[C:16]2=[N+:17]([O-:6])[CH:18]=[CH:19][CH:20]=[C:15]2[CH:14]=[CH:13]1, predict the reactants needed to synthesize it. The reactants are: [Cl:1][C:2]1[CH:3]=[C:4]([CH:9]=[CH:10][CH:11]=1)[C:5]([O:7]O)=[O:6].[NH:12]1[C:16]2=[N:17][CH:18]=[CH:19][CH:20]=[C:15]2[CH:14]=[CH:13]1. (8) Given the product [CH3:20][Si:19]([CH3:22])([CH3:21])[CH2:18][CH2:17][O:16][CH2:15][N:1]1[CH:5]=[CH:4][N:3]=[C:2]1[C:6]1[CH:11]=[N:10][CH:9]=[CH:8][N:7]=1, predict the reactants needed to synthesize it. The reactants are: [N:1]1[C:2]([C:6]2[CH:11]=[N:10][CH:9]=[CH:8][N:7]=2)=[N:3][CH2:4][CH:5]=1.[H-].[Na+].Cl[CH2:15][O:16][CH2:17][CH2:18][Si:19]([CH3:22])([CH3:21])[CH3:20]. (9) Given the product [ClH:26].[NH:15]1[C:23]2=[N:22][CH:21]=[CH:20][CH:19]=[C:18]2[C:17]([CH:24]=[C:6]2[O:5][C:4]([NH:3][CH2:1][CH3:2])=[C:8]([C:9]([O:11][CH2:12][CH3:13])=[O:10])[C:7]2=[O:14])=[CH:16]1, predict the reactants needed to synthesize it. The reactants are: [CH2:1]([NH:3][C:4]1[O:5][CH2:6][C:7](=[O:14])[C:8]=1[C:9]([O:11][CH2:12][CH3:13])=[O:10])[CH3:2].[NH:15]1[C:23]2[C:18](=[CH:19][CH:20]=[CH:21][N:22]=2)[C:17]([CH:24]=O)=[CH:16]1.[ClH:26]. (10) Given the product [F:33][CH:10]([F:9])[O:11][CH2:12][C@@H:13]([O:15][C:16]1[CH:17]=[C:18]([CH:22]=[C:23]([O:25][CH2:26][C:27]2[CH:32]=[CH:31][CH:30]=[CH:29][CH:28]=2)[CH:24]=1)[C:19]([NH:41][C:38]1[CH:37]=[N:36][C:35]([CH3:34])=[CH:40][N:39]=1)=[O:21])[CH3:14], predict the reactants needed to synthesize it. The reactants are: ClC(N(C)C)=C(C)C.[F:9][CH:10]([F:33])[O:11][CH2:12][C@@H:13]([O:15][C:16]1[CH:17]=[C:18]([CH:22]=[C:23]([O:25][CH2:26][C:27]2[CH:32]=[CH:31][CH:30]=[CH:29][CH:28]=2)[CH:24]=1)[C:19]([OH:21])=O)[CH3:14].[CH3:34][C:35]1[N:36]=[CH:37][C:38]([NH2:41])=[N:39][CH:40]=1.N1C=CC=CC=1.